From a dataset of Forward reaction prediction with 1.9M reactions from USPTO patents (1976-2016). Predict the product of the given reaction. (1) Given the reactants [C:1]1([CH3:15])[CH:6]=[CH:5][C:4]([C:7]2[NH:11][N:10]=[C:9]([C:12]([OH:14])=[O:13])[CH:8]=2)=[CH:3][CH:2]=1.S(=O)(=O)(O)O.[CH3:21]O, predict the reaction product. The product is: [C:1]1([CH3:15])[CH:2]=[CH:3][C:4]([C:7]2[NH:11][N:10]=[C:9]([C:12]([O:14][CH3:21])=[O:13])[CH:8]=2)=[CH:5][CH:6]=1. (2) Given the reactants [CH2:1]([O:3][C@H:4]([CH2:17][C:18]1[CH:23]=[CH:22][C:21]([O:24][CH2:25][CH2:26][C:27]2[CH:32]=[CH:31][C:30]([O:33][S:34]([CH3:37])(=[O:36])=[O:35])=[CH:29][CH:28]=2)=[CH:20][CH:19]=1)[C:5]([NH:7][C@H:8]([C:11]1[CH:16]=[CH:15][CH:14]=[CH:13][CH:12]=1)[CH2:9][OH:10])=[O:6])[CH3:2], predict the reaction product. The product is: [CH2:1]([O:3][C@@H:4]([CH2:17][C:18]1[CH:23]=[CH:22][C:21]([O:24][CH2:25][CH2:26][C:27]2[CH:28]=[CH:29][C:30]([O:33][S:34]([CH3:37])(=[O:35])=[O:36])=[CH:31][CH:32]=2)=[CH:20][CH:19]=1)[C:5]([NH:7][C@H:8]([C:11]1[CH:12]=[CH:13][CH:14]=[CH:15][CH:16]=1)[CH2:9][OH:10])=[O:6])[CH3:2].